Dataset: NCI-60 drug combinations with 297,098 pairs across 59 cell lines. Task: Regression. Given two drug SMILES strings and cell line genomic features, predict the synergy score measuring deviation from expected non-interaction effect. (1) Drug 1: CN(CC1=CN=C2C(=N1)C(=NC(=N2)N)N)C3=CC=C(C=C3)C(=O)NC(CCC(=O)O)C(=O)O. Drug 2: CC(C)CN1C=NC2=C1C3=CC=CC=C3N=C2N. Cell line: NCI-H460. Synergy scores: CSS=65.6, Synergy_ZIP=14.3, Synergy_Bliss=7.24, Synergy_Loewe=-12.7, Synergy_HSA=7.46. (2) Drug 1: CC1=C(C(=CC=C1)Cl)NC(=O)C2=CN=C(S2)NC3=CC(=NC(=N3)C)N4CCN(CC4)CCO. Drug 2: CN1C2=C(C=C(C=C2)N(CCCl)CCCl)N=C1CCCC(=O)O.Cl. Cell line: SW-620. Synergy scores: CSS=17.4, Synergy_ZIP=-0.0307, Synergy_Bliss=0.910, Synergy_Loewe=-68.7, Synergy_HSA=0.786.